Task: Predict the reactants needed to synthesize the given product.. Dataset: Full USPTO retrosynthesis dataset with 1.9M reactions from patents (1976-2016) (1) Given the product [O:15]=[C:11]1[C:10]2=[CH:16][N:7]([C:3]3[CH:2]=[N:1][CH:6]=[CH:5][CH:4]=3)[N:8]=[C:9]2[CH2:14][CH2:13][N:12]1[CH2:28][C:29]([O:31][CH2:32][CH3:33])=[O:30], predict the reactants needed to synthesize it. The reactants are: [N:1]1[CH:6]=[CH:5][CH:4]=[C:3]([N:7]2[CH:16]=[C:10]3[C:11](=[O:15])[NH:12][CH2:13][CH2:14][C:9]3=[N:8]2)[CH:2]=1.C[Si]([N-][Si](C)(C)C)(C)C.[Li+].Cl[CH2:28][C:29]([O:31][CH2:32][CH3:33])=[O:30]. (2) Given the product [CH2:1]([N:3]([CH2:4][C:5]1[CH:6]=[CH:7][C:8]([CH2:11][N:12]2[CH2:13][CH2:14][N:15]([C:18]3[C:23]([C:24]([O:26][CH:27]([CH3:28])[CH3:29])=[O:25])=[CH:22][CH:21]=[CH:20][N:19]=3)[CH2:16][CH2:17]2)=[CH:9][CH:10]=1)[CH2:37][C:35]1[CH:34]=[CH:33][CH:32]=[C:31]([CH3:30])[N:36]=1)[CH3:2], predict the reactants needed to synthesize it. The reactants are: [CH2:1]([NH:3][CH2:4][C:5]1[CH:10]=[CH:9][C:8]([CH2:11][N:12]2[CH2:17][CH2:16][N:15]([C:18]3[C:23]([C:24]([O:26][CH:27]([CH3:29])[CH3:28])=[O:25])=[CH:22][CH:21]=[CH:20][N:19]=3)[CH2:14][CH2:13]2)=[CH:7][CH:6]=1)[CH3:2].[CH3:30][C:31]1[N:36]=[C:35]([CH:37]=O)[CH:34]=[CH:33][CH:32]=1.C(O)(=O)C.C([BH3-])#N.[Na+].